From a dataset of Reaction yield outcomes from USPTO patents with 853,638 reactions. Predict the reaction yield, written as a fraction of the theoretical maximum amount of product (1.0 means a 100% yield; for example, 0.34 means a 34% yield). (1) The reactants are [CH3:1][O:2][C:3]1[CH:8]=[CH:7][C:6]([CH2:9][N:10]2[C:15](=[O:16])[CH:14]=[C:13]([CH2:17][CH2:18][C:19](OCCCC)=[O:20])[C:12](=[O:26])[NH:11]2)=[CH:5][CH:4]=1.[H-].[Al+3].[Li+].[H-].[H-].[H-].C1COCC1.Cl. The catalyst is O1CCOCC1. The product is [OH:20][CH2:19][CH2:18][CH2:17][C:13]1[C:12](=[O:26])[NH:11][N:10]([CH2:9][C:6]2[CH:5]=[CH:4][C:3]([O:2][CH3:1])=[CH:8][CH:7]=2)[C:15](=[O:16])[CH:14]=1. The yield is 0.700. (2) The product is [Cl:28][C:29]1[CH:34]=[C:33]([CH2:35][O:36][C:37]2[CH:42]=[CH:41][CH:40]=[CH:39][CH:38]=2)[CH:32]=[CH:31][N:30]=1. The reactants are C(P(CCCC)CCCC)CCC.N(C(OC(C)C)=O)=NC(OC(C)C)=O.[Cl:28][C:29]1[CH:34]=[C:33]([CH2:35][OH:36])[CH:32]=[CH:31][N:30]=1.[C:37]1(O)[CH:42]=[CH:41][CH:40]=[CH:39][CH:38]=1. The catalyst is O1CCCC1. The yield is 0.610.